Dataset: Forward reaction prediction with 1.9M reactions from USPTO patents (1976-2016). Task: Predict the product of the given reaction. Given the reactants [Cl:1][C:2]1[CH:3]=[CH:4][C:5](I)=[C:6]([CH:8]=1)[NH2:7].[C:10]([C:12]1[CH:17]=[CH:16][C:15]([F:18])=[CH:14][CH:13]=1)#[CH:11].C(=O)([O-])[O-].[Ca+2], predict the reaction product. The product is: [Cl:1][C:2]1[CH:8]=[C:6]2[C:5]([CH:11]=[C:10]([C:12]3[CH:17]=[CH:16][C:15]([F:18])=[CH:14][CH:13]=3)[NH:7]2)=[CH:4][CH:3]=1.